This data is from Catalyst prediction with 721,799 reactions and 888 catalyst types from USPTO. The task is: Predict which catalyst facilitates the given reaction. (1) The catalyst class is: 1. Reactant: [S:1]1[CH:5]=[CH:4][C:3]2[CH:6]=[CH:7][CH:8]=[CH:9][C:2]1=2.[Li]C(C)(C)C.Br[CH2:16][CH2:17][CH2:18][CH3:19]. Product: [CH2:16]([C:5]1[S:1][C:2]2[CH:9]=[CH:8][CH:7]=[CH:6][C:3]=2[CH:4]=1)[CH2:17][CH2:18][CH3:19]. (2) Reactant: [Br:1][C:2]1[CH:7]=[CH:6][C:5]([NH:8][C:9](=O)[C:10]2[CH:15]=[CH:14][C:13]([O:16][CH3:17])=[CH:12][CH:11]=2)=[CH:4][CH:3]=1.COC1C=CC(P2(SP(C3C=CC(OC)=CC=3)(=S)S2)=[S:28])=CC=1. Product: [Br:1][C:2]1[CH:7]=[CH:6][C:5]([NH:8][C:9](=[S:28])[C:10]2[CH:15]=[CH:14][C:13]([O:16][CH3:17])=[CH:12][CH:11]=2)=[CH:4][CH:3]=1. The catalyst class is: 159. (3) Reactant: [Cl-].[Al+3].[Cl-].[Cl-].[C:5](Cl)(=[O:7])[CH3:6].[CH:9]([C:12]1[CH:20]=[C:15]2[CH:16]=[CH:17][CH:18]=[CH:19][N:14]2[N:13]=1)([CH3:11])[CH3:10].C([O-])(O)=O.[Na+]. The catalyst class is: 317. Product: [CH:9]([C:12]1[C:20]([C:5](=[O:7])[CH3:6])=[C:15]2[CH:16]=[CH:17][CH:18]=[CH:19][N:14]2[N:13]=1)([CH3:11])[CH3:10]. (4) Reactant: CC(C)[O-].CC(C)[O-].CC(C)[O-].CC(C)[O-].[Ti+4:17].[CH3:18][C:19](=[O:24])[CH2:20][C:21](=[O:23])[CH3:22]. Product: [C:21]([CH2:20][C:19](=[O:24])[CH3:18])(=[O:23])[CH3:22].[C:21]([CH2:20][C:19](=[O:24])[CH3:18])(=[O:23])[CH3:22].[Ti:17]. The catalyst class is: 8. (5) Reactant: [CH3:1][C:2]1[NH:6][C:5]([C:7]([NH:9][C@H:10]2[CH2:15][CH2:14][N:13]([C:16]3[S:17][C:18]([C:21]([O:23]CC)=[O:22])=[CH:19][N:20]=3)[CH2:12][C@H:11]2[O:26][CH3:27])=[O:8])=[N:4][C:3]=1[C:28]([F:31])([F:30])[F:29].[OH-].[Na+].Cl. Product: [CH3:1][C:2]1[NH:6][C:5]([C:7]([NH:9][C@H:10]2[CH2:15][CH2:14][N:13]([C:16]3[S:17][C:18]([C:21]([OH:23])=[O:22])=[CH:19][N:20]=3)[CH2:12][C@H:11]2[O:26][CH3:27])=[O:8])=[N:4][C:3]=1[C:28]([F:31])([F:29])[F:30]. The catalyst class is: 5.